From a dataset of Full USPTO retrosynthesis dataset with 1.9M reactions from patents (1976-2016). Predict the reactants needed to synthesize the given product. (1) Given the product [CH2:3]([S:7][C:8]([S:10][CH:12]([CH3:16])[C:13]([OH:15])=[O:14])=[S:9])[CH2:4][CH2:5][CH3:6], predict the reactants needed to synthesize it. The reactants are: [OH-].[Na+].[CH2:3]([SH:7])[CH2:4][CH2:5][CH3:6].[C:8](=[S:10])=[S:9].Br[CH:12]([CH3:16])[C:13]([OH:15])=[O:14].Cl. (2) Given the product [CH:26]1[C:27]2[C:22](=[C:21]([NH:20][C:15]([CH:12]3[CH2:11][CH2:10][N:9]([C:6]4[CH:5]=[CH:4][C:3]([C:2]([F:1])([F:19])[F:18])=[CH:8][N:7]=4)[CH2:14][CH2:13]3)=[O:17])[CH:30]=[CH:29][CH:28]=2)[CH:23]=[CH:24][N:25]=1, predict the reactants needed to synthesize it. The reactants are: [F:1][C:2]([F:19])([F:18])[C:3]1[CH:4]=[CH:5][C:6]([N:9]2[CH2:14][CH2:13][CH:12]([C:15]([OH:17])=O)[CH2:11][CH2:10]2)=[N:7][CH:8]=1.[NH2:20][C:21]1[CH:30]=[CH:29][CH:28]=[C:27]2[C:22]=1[CH:23]=[CH:24][N:25]=[CH:26]2.